The task is: Predict which catalyst facilitates the given reaction.. This data is from Catalyst prediction with 721,799 reactions and 888 catalyst types from USPTO. (1) Reactant: FC(F)(F)C(O)=O.C(OC([CH2:15][NH:16][C:17]1[CH:18]=[C:19]([C:23]2[N:28]=[CH:27][C:26](/[CH:29]=[C:30](\[O:36][CH2:37][CH3:38])/[C:31]([O:33][CH2:34][CH3:35])=[O:32])=[CH:25][CH:24]=2)[CH:20]=[CH:21][CH:22]=1)=O)(C)(C)C.O. Product: [CH2:37]([O:36]/[C:30](=[CH:29]\[C:26]1[CH:27]=[N:28][C:23]([C:19]2[CH:20]=[CH:21][CH:22]=[C:17]([NH:16][CH3:15])[CH:18]=2)=[CH:24][CH:25]=1)/[C:31]([O:33][CH2:34][CH3:35])=[O:32])[CH3:38]. The catalyst class is: 4. (2) The catalyst class is: 20. Reactant: C1C=CC([C@@H](O)C(O)=O)=CC=1.Cl.[CH2:13]([O:20][C:21]1[CH:26]=[CH:25][C:24]([C@@H:27]2[CH2:29][C@H:28]2[NH2:30])=[CH:23][CH:22]=1)[C:14]1[CH:19]=[CH:18][CH:17]=[CH:16][CH:15]=1. Product: [CH2:13]([O:20][C:21]1[CH:22]=[CH:23][C:24]([C@@H:27]2[CH2:29][C@H:28]2[NH2:30])=[CH:25][CH:26]=1)[C:14]1[CH:15]=[CH:16][CH:17]=[CH:18][CH:19]=1. (3) Reactant: [NH2:1][CH:2]1[C@@H:6]([CH2:7][OH:8])[O:5][C@@H:4]([N:9]2[CH:17]=[N:16][C:15]3[C:14](=[O:18])[NH:13][C:12]([N:19]=CN(C)C)=[N:11][C:10]2=3)[CH:3]1[OH:24].CCN(CC)CC.[CH2:32]([O:34][C:35]1[C:36](=O)[C:37](=[O:42])[C:38]=1[O:39]CC)[CH3:33]. Product: [NH2:19][C:12]1[NH:13][C:14](=[O:18])[C:15]2[N:16]=[CH:17][N:9]([C@@H:4]3[O:5][C@H:6]([CH2:7][OH:8])[CH:2]([NH:1][C:36]4[C:37](=[O:42])[C:38](=[O:39])[C:35]=4[O:34][CH2:32][CH3:33])[CH:3]3[OH:24])[C:10]=2[N:11]=1. The catalyst class is: 3. (4) Reactant: [CH:1]1([CH2:4][NH:5][C:6]2[C:7]([S:16][CH3:17])=[N:8][N:9]3[C:14]([I:15])=[CH:13][CH:12]=[CH:11][C:10]=23)[CH2:3][CH2:2]1.[O:18]1[CH2:23][CH2:22][CH:21]([CH:24]=O)[CH2:20][CH2:19]1.C(O[BH-](OC(=O)C)OC(=O)C)(=O)C.[Na+].C(=O)(O)[O-].[Na+]. Product: [CH:1]1([CH2:4][N:5]([C:6]2[C:7]([S:16][CH3:17])=[N:8][N:9]3[C:14]([I:15])=[CH:13][CH:12]=[CH:11][C:10]=23)[CH2:24][CH:21]2[CH2:22][CH2:23][O:18][CH2:19][CH2:20]2)[CH2:2][CH2:3]1. The catalyst class is: 7. (5) Reactant: [NH2:1][C:2]1[S:3][C:4]([C:8]2[CH:13]=[CH:12][N:11]=[C:10]([NH:14][C:15]3[CH:20]=[CH:19][CH:18]=[C:17]([N+:21]([O-:23])=[O:22])[CH:16]=3)[N:9]=2)=[C:5]([CH3:7])[N:6]=1.[CH3:24][S:25](Cl)(=[O:27])=[O:26].CCN(CC)CC. Product: [CH3:7][C:5]1[N:6]=[C:2]([NH:1][S:25]([CH3:24])(=[O:27])=[O:26])[S:3][C:4]=1[C:8]1[CH:13]=[CH:12][N:11]=[C:10]([NH:14][C:15]2[CH:20]=[CH:19][CH:18]=[C:17]([N+:21]([O-:23])=[O:22])[CH:16]=2)[N:9]=1. The catalyst class is: 31.